Dataset: Peptide-MHC class I binding affinity with 185,985 pairs from IEDB/IMGT. Task: Regression. Given a peptide amino acid sequence and an MHC pseudo amino acid sequence, predict their binding affinity value. This is MHC class I binding data. (1) The peptide sequence is HMYISKKAK. The MHC is HLA-B54:01 with pseudo-sequence HLA-B54:01. The binding affinity (normalized) is 0. (2) The peptide sequence is GLIEEMASA. The binding affinity (normalized) is 0.0847. The MHC is HLA-B40:01 with pseudo-sequence HLA-B40:01. (3) The peptide sequence is VLYHRYNLV. The MHC is HLA-B15:42 with pseudo-sequence HLA-B15:42. The binding affinity (normalized) is 0.213. (4) The binding affinity (normalized) is 0.0919. The MHC is HLA-A24:03 with pseudo-sequence HLA-A24:03. The peptide sequence is PYDCKELRL. (5) The peptide sequence is PELGAFFAI. The MHC is HLA-B40:01 with pseudo-sequence HLA-B40:01. The binding affinity (normalized) is 0.567. (6) The peptide sequence is LVFPVEGTK. The MHC is HLA-A68:02 with pseudo-sequence HLA-A68:02. The binding affinity (normalized) is 0.246.